Dataset: Full USPTO retrosynthesis dataset with 1.9M reactions from patents (1976-2016). Task: Predict the reactants needed to synthesize the given product. Given the product [CH2:8]([O:7][C:5](=[O:6])[CH2:4][C:3](=[O:10])[CH2:2][S:12][CH3:11])[CH3:9], predict the reactants needed to synthesize it. The reactants are: Cl[CH2:2][C:3](=[O:10])[CH2:4][C:5]([O:7][CH2:8][CH3:9])=[O:6].[CH3:11][S-:12].[Na+].